From a dataset of Forward reaction prediction with 1.9M reactions from USPTO patents (1976-2016). Predict the product of the given reaction. (1) Given the reactants [Br:1][CH2:2][CH2:3][CH2:4][CH2:5][CH2:6][CH2:7][CH2:8][CH2:9][CH2:10][CH:11]=[CH2:12].C([O-])(=[S:15])C.C(O)(=S)C, predict the reaction product. The product is: [Br:1][CH2:2][CH2:3][CH2:4][CH2:5][CH2:6][CH2:7][CH2:8][CH2:9][CH2:10][CH2:11][CH2:12][SH:15]. (2) Given the reactants N12CCCN=C1CCCCC2.Cl.[NH2:13][CH2:14][C:15]1[CH:23]=[CH:22][CH:21]=[C:20]2[C:16]=1[C:17](=[O:33])[N:18]([CH:25]1[CH2:30][CH2:29][C:28](=[O:31])[NH:27][C:26]1=[O:32])[C:19]2=[O:24].Cl.[N:35]1[CH:40]=[CH:39][CH:38]=[CH:37][C:36]=1[C:41](Cl)=[O:42], predict the reaction product. The product is: [O:32]=[C:26]1[CH:25]([N:18]2[C:17](=[O:33])[C:16]3[C:20](=[CH:21][CH:22]=[CH:23][C:15]=3[CH2:14][NH:13][C:41]([C:36]3[CH:37]=[CH:38][CH:39]=[CH:40][N:35]=3)=[O:42])[C:19]2=[O:24])[CH2:30][CH2:29][C:28](=[O:31])[NH:27]1. (3) Given the reactants [Li][CH2:2]CCC.Br[C:7]1[CH:12]=[CH:11][C:10]([N:13]2[CH2:18][CH2:17][N:16](C(OC(C)(C)C)=O)[CH2:15][CH2:14]2)=[C:9]([C:26]([CH3:29])([CH3:28])[CH3:27])[CH:8]=1.CI.[ClH:32].C(OC(=O)C)C.Cl, predict the reaction product. The product is: [ClH:32].[ClH:32].[C:26]([C:9]1[CH:8]=[C:7]([CH3:2])[CH:12]=[CH:11][C:10]=1[N:13]1[CH2:14][CH2:15][NH:16][CH2:17][CH2:18]1)([CH3:27])([CH3:28])[CH3:29]. (4) Given the reactants [C:1]([C:5]1[CH:33]=[CH:32][C:8]([CH2:9][O:10][C:11]2[CH:16]=[CH:15][C:14]([C:17]3[CH:22]=[CH:21][C:20]([O:23][C:24]([F:27])([F:26])[F:25])=[CH:19][CH:18]=3)=[CH:13][C:12]=2[CH2:28][CH2:29][C:30]#[N:31])=[CH:7][CH:6]=1)([CH3:4])([CH3:3])[CH3:2].[N-:34]=[N+:35]=[N-:36].[Na+].Cl.C(N(CC)CC)C.CN1CCCC1=O, predict the reaction product. The product is: [C:1]([C:5]1[CH:33]=[CH:32][C:8]([CH2:9][O:10][C:11]2[CH:16]=[CH:15][C:14]([C:17]3[CH:22]=[CH:21][C:20]([O:23][C:24]([F:25])([F:26])[F:27])=[CH:19][CH:18]=3)=[CH:13][C:12]=2[CH2:28][CH2:29][C:30]2[NH:36][N:35]=[N:34][N:31]=2)=[CH:7][CH:6]=1)([CH3:4])([CH3:2])[CH3:3]. (5) Given the reactants [Cl:1][C:2]1[N:7]=[C:6](S(C)(=O)=O)[N:5]=[C:4]([C:12]2[N:16]3[CH:17]=[C:18]([F:21])[CH:19]=[CH:20][C:15]3=[N:14][C:13]=2[C:22]([F:25])([F:24])[F:23])[CH:3]=1.FC(F)(F)O[C:29]1[CH:35]=[CH:34][C:32]([NH2:33])=[CH:31][CH:30]=1, predict the reaction product. The product is: [Cl:1][C:2]1[CH:3]=[C:4]([C:12]2[N:16]3[CH:17]=[C:18]([F:21])[CH:19]=[CH:20][C:15]3=[N:14][C:13]=2[C:22]([F:25])([F:24])[F:23])[N:5]=[C:6]([NH:33][C:32]2[CH:31]=[CH:30][C:29]([C:22]([F:25])([F:24])[F:23])=[CH:35][CH:34]=2)[N:7]=1. (6) Given the reactants CN(C(ON1N=NC2C=CC=NC1=2)=[N+](C)C)C.F[P-](F)(F)(F)(F)F.[C:25]([O:29][C:30](=[O:45])[NH:31][CH:32]([C:34](=[O:44])[NH:35][C:36]1[CH:41]=[C:40]([Cl:42])[CH:39]=[C:38]([NH2:43])[N:37]=1)[CH3:33])([CH3:28])([CH3:27])[CH3:26].[N:46]1[CH:51]=[CH:50][CH:49]=[CH:48][C:47]=1[C:52](O)=[O:53].CCN(C(C)C)C(C)C, predict the reaction product. The product is: [C:25]([O:29][C:30](=[O:45])[NH:31][CH:32]([C:34](=[O:44])[NH:35][C:36]1[CH:41]=[C:40]([Cl:42])[CH:39]=[C:38]([NH:43][C:52]([C:47]2[CH:48]=[CH:49][CH:50]=[CH:51][N:46]=2)=[O:53])[N:37]=1)[CH3:33])([CH3:26])([CH3:27])[CH3:28]. (7) Given the reactants Cl[CH2:2][C:3](=[O:10])[CH2:4][C:5]([O:7][CH2:8][CH3:9])=[O:6].[CH3:11][O:12][C:13]1[CH:18]=[CH:17][C:16]([N:19]=[C:20]=[O:21])=[CH:15][CH:14]=1.C(N(CC)CC)C, predict the reaction product. The product is: [CH3:11][O:12][C:13]1[CH:18]=[CH:17][C:16]([NH:19][C:20]2[O:21][CH2:2][C:3](=[O:10])[C:4]=2[C:5]([O:7][CH2:8][CH3:9])=[O:6])=[CH:15][CH:14]=1. (8) Given the reactants [C:1]1([C:7]2([C:13]3[CH:18]=[CH:17][CH:16]=[CH:15][CH:14]=3)[CH2:11][CH2:10][NH:9][C:8]2=[O:12])[CH:6]=[CH:5][CH:4]=[CH:3][CH:2]=1.CC([O-])(C)C.[K+].Br[CH2:26][CH2:27][CH2:28][C:29]([O:31]C(C)(C)C)=[O:30].C(OCC)(=O)C, predict the reaction product. The product is: [O:12]=[C:8]1[C:7]([C:1]2[CH:6]=[CH:5][CH:4]=[CH:3][CH:2]=2)([C:13]2[CH:14]=[CH:15][CH:16]=[CH:17][CH:18]=2)[CH2:11][CH2:10][N:9]1[CH2:26][CH2:27][CH2:28][C:29]([OH:31])=[O:30]. (9) The product is: [ClH:20].[NH2:8][CH:9]([C:11]1[S:12][C:13]([C:16]([OH:18])=[O:17])=[CH:14][CH:21]=1)[CH3:10]. Given the reactants C(OC([NH:8][CH:9]([C:11]1[S:12][C:13]([C:16]([O:18]C)=[O:17])=[CH:14]N=1)[CH3:10])=O)(C)(C)C.[ClH:20].[CH3:21]O, predict the reaction product.